From a dataset of Catalyst prediction with 721,799 reactions and 888 catalyst types from USPTO. Predict which catalyst facilitates the given reaction. Reactant: C(O)C.C([O-])(O)=O.[Na+].[OH:9][C:10]1[CH:11]=[C:12]([CH:15]=[CH:16][C:17]=1[OH:18])[CH:13]=O.Cl.[CH3:20][O:21][C:22](=[O:27])[C@H:23]([CH2:25][SH:26])[NH2:24]. Product: [OH:9][C:10]1[CH:11]=[C:12]([CH:13]2[NH:24][C@H:23]([C:22]([O:21][CH3:20])=[O:27])[CH2:25][S:26]2)[CH:15]=[CH:16][C:17]=1[OH:18]. The catalyst class is: 6.